This data is from Reaction yield outcomes from USPTO patents with 853,638 reactions. The task is: Predict the reaction yield, written as a fraction of the theoretical maximum amount of product (1.0 means a 100% yield; for example, 0.34 means a 34% yield). (1) The reactants are C[O:2][C:3]([C:5]1[CH:21]=[CH:20][C:8]2[N:9]([CH2:12][CH2:13][O:14][CH2:15][S:16]([CH3:19])(=[O:18])=[O:17])[CH:10]=[N:11][C:7]=2[CH:6]=1)=[O:4].[Li+].[OH-].Cl. The catalyst is C1COCC1.O. The product is [CH3:19][S:16]([CH2:15][O:14][CH2:13][CH2:12][N:9]1[C:8]2[CH:20]=[CH:21][C:5]([C:3]([OH:4])=[O:2])=[CH:6][C:7]=2[N:11]=[CH:10]1)(=[O:17])=[O:18]. The yield is 0.840. (2) The reactants are [C:1]([C:5]1[CH:9]=[C:8]([NH:10][C:11](=[O:13])[O-])[N:7]([C:14]2[CH:15]=[N:16][CH:17]=[CH:18][C:19]=2[CH3:20])[N:6]=1)([CH3:4])([CH3:3])[CH3:2].[CH3:21][O:22][C:23]1[CH:24]=[C:25]2[C:30](=[CH:31][C:32]=1[O:33][CH3:34])[N:29]=[CH:28][N:27]=[C:26]2[O:35][C:36]1[CH:37]=[C:38]([CH:40]=[CH:41][CH:42]=1)[NH2:39]. No catalyst specified. The product is [C:1]([C:5]1[CH:9]=[C:8]([NH:10][C:11]([NH:39][C:38]2[CH:40]=[CH:41][CH:42]=[C:36]([O:35][C:26]3[C:25]4[C:30](=[CH:31][C:32]([O:33][CH3:34])=[C:23]([O:22][CH3:21])[CH:24]=4)[N:29]=[CH:28][N:27]=3)[CH:37]=2)=[O:13])[N:7]([C:14]2[CH:15]=[N:16][CH:17]=[CH:18][C:19]=2[CH3:20])[N:6]=1)([CH3:2])([CH3:3])[CH3:4]. The yield is 0.870. (3) The reactants are [CH3:1][C:2]([CH3:23])([O:4][C:5]([N:7]([C:16]([O:18][C:19]([CH3:22])([CH3:21])[CH3:20])=[O:17])[C:8]1[N:9]=[CH:10][C:11]([C:14]#[N:15])=[N:12][CH:13]=1)=[O:6])[CH3:3].Cl.[NH2:25][OH:26].N1CCCCC1. The catalyst is CS(C)=O. The product is [CH3:21][C:19]([CH3:22])([O:18][C:16]([N:7]([C:5]([O:4][C:2]([CH3:23])([CH3:3])[CH3:1])=[O:6])[C:8]1[N:9]=[CH:10][C:11]([C:14](=[NH:15])[NH:25][OH:26])=[N:12][CH:13]=1)=[O:17])[CH3:20]. The yield is 0.550. (4) The reactants are C(=O)([O-])[O-].[K+].[K+].[Cl:7][C:8]1[CH:13]=[CH:12][C:11]([OH:14])=[CH:10][CH:9]=1.Cl[C:16]1[CH:21]=[CH:20][CH:19]=[CH:18][C:17]=1[CH2:22][C:23]([OH:25])=[O:24].O.Cl. The catalyst is [Cu]Br.O.COCCOCCOC. The product is [Cl:7][C:8]1[CH:13]=[CH:12][C:11]([O:14][C:16]2[CH:21]=[CH:20][CH:19]=[CH:18][C:17]=2[CH2:22][C:23]([OH:25])=[O:24])=[CH:10][CH:9]=1. The yield is 0.688. (5) The reactants are [CH:1]1[C:10]2[C:5](=[CH:6][CH:7]=[CH:8][CH:9]=2)[CH:4]=[CH:3][C:2]=1B(O)O.C(=O)([O-])[O-].[Na+].[Na+].Br[C:21]1[S:22][C:23]2[C:29]([N+:30]([O-:32])=[O:31])=[C:28]([O:33][CH3:34])[CH:27]=[CH:26][C:24]=2[N:25]=1. The catalyst is O.COCCOC. The product is [CH3:34][O:33][C:28]1[CH:27]=[CH:26][C:24]2[N:25]=[C:21]([C:2]3[CH:3]=[CH:4][C:5]4[C:10](=[CH:9][CH:8]=[CH:7][CH:6]=4)[CH:1]=3)[S:22][C:23]=2[C:29]=1[N+:30]([O-:32])=[O:31]. The yield is 0.830. (6) The reactants are [F:1]/[CH:2]=[C:3](/[CH2:13]O)\[CH2:4][NH:5][C:6](=[O:12])[O:7][C:8]([CH3:11])([CH3:10])[CH3:9].C(N(CC)CC)C.CS(Cl)(=O)=O.[Br-:27].[Li+]. The catalyst is CC(C)=O. The product is [Br:27][CH2:13]/[C:3](=[CH:2]/[F:1])/[CH2:4][NH:5][C:6](=[O:12])[O:7][C:8]([CH3:11])([CH3:10])[CH3:9]. The yield is 0.930. (7) The reactants are [F:1][C:2]1[CH:7]=[CH:6][CH:5]=[CH:4][C:3]=1B(O)O.Br[C:12]1[C:21]2[C:16](=[CH:17][CH:18]=[CH:19][CH:20]=2)[CH:15]=[CH:14][C:13]=1[OH:22].C1(C)C=CC=CC=1P(C1C=CC=CC=1C)C1C=CC=CC=1C.C(=O)([O-])[O-].[K+].[K+]. The catalyst is C([O-])(=O)C.[Pd+2].C([O-])(=O)C.C(O)C.C1(C)C=CC=CC=1. The product is [F:1][C:2]1[CH:7]=[CH:6][CH:5]=[CH:4][C:3]=1[C:12]1[C:21]2[C:16](=[CH:17][CH:18]=[CH:19][CH:20]=2)[CH:15]=[CH:14][C:13]=1[OH:22]. The yield is 0.690. (8) The reactants are [C:1]([O:9][C@@H:10]1[C@@H:18]([CH2:19][F:20])[O:17][C@H:16]2[C@H:12]([N:13]=[C:14]([N:21](CC=C)[C:22]([O:24][C:25]([CH3:28])([CH3:27])[CH3:26])=[O:23])[S:15]2)[C@H:11]1[O:32][C:33](=[O:40])[C:34]1[CH:39]=[CH:38][CH:37]=[CH:36][CH:35]=1)(=[O:8])[C:2]1[CH:7]=[CH:6][CH:5]=[CH:4][CH:3]=1.C(O)=O.CCN(CC)CC. The catalyst is O1CCOCC1.C1C=CC([P]([Pd]([P](C2C=CC=CC=2)(C2C=CC=CC=2)C2C=CC=CC=2)([P](C2C=CC=CC=2)(C2C=CC=CC=2)C2C=CC=CC=2)[P](C2C=CC=CC=2)(C2C=CC=CC=2)C2C=CC=CC=2)(C2C=CC=CC=2)C2C=CC=CC=2)=CC=1. The product is [C:1]([O:9][C@@H:10]1[C@@H:18]([CH2:19][F:20])[O:17][C@H:16]2[C@H:12]([N:13]=[C:14]([NH:21][C:22]([O:24][C:25]([CH3:28])([CH3:27])[CH3:26])=[O:23])[S:15]2)[C@H:11]1[O:32][C:33](=[O:40])[C:34]1[CH:39]=[CH:38][CH:37]=[CH:36][CH:35]=1)(=[O:8])[C:2]1[CH:7]=[CH:6][CH:5]=[CH:4][CH:3]=1. The yield is 0.710. (9) The reactants are [CH:1]12[CH:12]=[CH:11][CH:7]([CH:8]3[CH:10]1[CH2:9]3)[CH:6]1[CH:2]2[C:3](=[O:14])[O:4][C:5]1=[O:13].[CH3:15][OH:16]. No catalyst specified. The product is [CH3:15][O:16][C:3]([CH:2]1[CH:1]2[CH:12]=[CH:11][CH:7]([CH:8]3[CH:10]2[CH2:9]3)[CH:6]1[C:5]([OH:4])=[O:13])=[O:14]. The yield is 0.950. (10) The reactants are [Cl:1][CH2:2][C:3](Cl)=[O:4].Cl.[NH2:7][CH:8]1[CH2:17][CH2:16][C:15]2[C:10](=[CH:11][CH:12]=[CH:13][CH:14]=2)[C:9]1=[O:18].C(N(CC)CC)C. The catalyst is O1CCCC1. The product is [Cl:1][CH2:2][C:3]([NH:7][CH:8]1[CH2:17][CH2:16][C:15]2[C:10](=[CH:11][CH:12]=[CH:13][CH:14]=2)[C:9]1=[O:18])=[O:4]. The yield is 0.390.